Predict which catalyst facilitates the given reaction. From a dataset of Catalyst prediction with 721,799 reactions and 888 catalyst types from USPTO. Product: [Br:1][C:5]1[C:6]2[C:7](=[N:8][CH:9]=[CH:10][CH:11]=2)[S:3][CH:4]=1. The catalyst class is: 22. Reactant: [Br:1]Br.[S:3]1[C:7]2=[N:8][CH:9]=[CH:10][CH:11]=[C:6]2[CH:5]=[CH:4]1.P([O-])([O-])(O)=O.[K+].[K+].C(=O)(O)[O-].[Na+].S([O-])([O-])(=O)=O.[Mg+2].